From a dataset of Full USPTO retrosynthesis dataset with 1.9M reactions from patents (1976-2016). Predict the reactants needed to synthesize the given product. (1) Given the product [Cl:1][C:2]1[C:3]([O:29][C:30]2[CH:31]=[C:32]([C:43]3[CH:48]=[CH:47][C:46]([F:49])=[CH:45][CH:44]=3)[C:33]([Cl:42])=[CH:34][C:35]=2[C:36]2[CH:41]=[CH:40][N:39]=[N:38][CH:37]=2)=[CH:4][C:5]([F:28])=[C:6]([S:8]([NH:11][C:12]2[S:13][CH:14]=[N:15][N:16]=2)(=[O:10])=[O:9])[CH:7]=1, predict the reactants needed to synthesize it. The reactants are: [Cl:1][C:2]1[C:3]([O:29][C:30]2[CH:31]=[C:32]([C:43]3[CH:48]=[CH:47][C:46]([F:49])=[CH:45][CH:44]=3)[C:33]([Cl:42])=[CH:34][C:35]=2[C:36]2[CH:41]=[CH:40][N:39]=[N:38][CH:37]=2)=[CH:4][C:5]([F:28])=[C:6]([S:8]([N:11](CC2C=CC(OC)=CC=2OC)[C:12]2[S:13][CH:14]=[N:15][N:16]=2)(=[O:10])=[O:9])[CH:7]=1.CO. (2) Given the product [CH3:1][C@H:2]1[C@@H:3]2[C:28]3([CH2:13][C:12]4[C:11]([N:4]2[CH2:5][C@@H:6]([CH2:8][CH2:9][CH3:10])[O:7]1)=[CH:18][CH:17]=[C:16]([N+:19]([O-:21])=[O:20])[CH:15]=4)[C:26](=[O:27])[NH:25][C:23](=[O:24])[NH:22][C:29]3=[O:30], predict the reactants needed to synthesize it. The reactants are: [CH3:1][C@H:2]1[O:7][C@@H:6]([CH2:8][CH2:9][CH3:10])[CH2:5][N:4]([C:11]2[CH:18]=[CH:17][C:16]([N+:19]([O-:21])=[O:20])=[CH:15][C:12]=2[CH:13]=O)[CH2:3]1.[NH:22]1[C:29](=[O:30])[CH2:28][C:26](=[O:27])[NH:25][C:23]1=[O:24]. (3) Given the product [CH3:14][C:8]([C:15]1[CH:16]=[N:17][CH:18]=[CH:19][CH:20]=1)([CH3:7])[CH2:9][OH:10], predict the reactants needed to synthesize it. The reactants are: [H-].[Al+3].[Li+].[H-].[H-].[H-].[CH3:7][C:8]([C:15]1[CH:16]=[N:17][CH:18]=[CH:19][CH:20]=1)([CH3:14])[C:9](OCC)=[O:10].O.O.O.O.O.O.O.O.O.O.S([O-])([O-])(=O)=O.[Na+].[Na+]. (4) Given the product [Br:1][C:2]1[CH:3]=[C:4]([S:8]([CH2:9][C:10]([O:12][CH2:13][CH3:14])=[O:11])(=[O:15])=[O:21])[CH:5]=[CH:6][CH:7]=1, predict the reactants needed to synthesize it. The reactants are: [Br:1][C:2]1[CH:3]=[C:4]([S:8][CH2:9][C:10]([O:12][CH2:13][CH3:14])=[O:11])[CH:5]=[CH:6][CH:7]=1.[OH:15]OS([O-])=O.[K+].[OH2:21].